Dataset: Experimentally validated miRNA-target interactions with 360,000+ pairs, plus equal number of negative samples. Task: Binary Classification. Given a miRNA mature sequence and a target amino acid sequence, predict their likelihood of interaction. (1) The miRNA is rno-miR-92b-3p with sequence UAUUGCACUCGUCCCGGCCUCC. The protein sequence of the target gene is MSRRVVRQSKFRHVFGQAAKADQAYEDIRVSKVTWDSSFCAVNPKFLAIIVEAGGGGAFIVLPLAKTGRVDKNYPLVTGHTAPVLDIDWCPHNDNVIASASDDTTIMVWQIPDYTPMRNITEPIITLEGHSKRVGILSWHPTARNVLLSAGGDNVIIIWNVGTGEVLLSLDDMHPDVIHSVCWNSNGSLLATTCKDKTLRIIDPRKGQVVAEQARPHEGARPLRAVFTADGKLLSTGFSRMSERQLALWDPNNFEEPVALQEMDTSNGVLLPFYDPDSSIVYLCGKGDSSIRYFEITDEP.... Result: 0 (no interaction). (2) The miRNA is hsa-miR-1207-3p with sequence UCAGCUGGCCCUCAUUUC. The protein sequence of the target gene is MAQKMDCGAGLLGFQAEASVEDSALLMQTLMEAIQISEAPPTNQATAAASPQSSQPPTANEMADIQVSAAAARPKSAFKVQNATTKGPNGVYDFSQAHNAKDVPNTQPKAAFKSQNATPKGPNAAYDFSQAATTGELAANKSEMAFKAQNATTKVGPNATYNFSQSLNANDLANSRPKTPFKAWNDTTKAPTADTQTQNVNQAKMATSQADIETDPGISEPDGATAQTSADGSQAQNLESRTIIRGKRTRKINNLNVEENSSGDQRRAPLAAGTWRSAPVPVTTQNPPGAPPNVLWQTPL.... Result: 0 (no interaction).